This data is from Full USPTO retrosynthesis dataset with 1.9M reactions from patents (1976-2016). The task is: Predict the reactants needed to synthesize the given product. Given the product [NH2:6][C:7]1[S:11][C:10]2[C:12]([O:23][CH2:24][CH2:25][N:26]([CH2:27][CH3:28])[CH2:29][CH3:30])=[C:13]([C:16]3[CH:17]=[CH:18][C:19]([OH:22])=[CH:20][CH:21]=3)[CH:14]=[CH:15][C:9]=2[C:8]=1[C:31]([O:33][CH2:34][CH3:35])=[O:32], predict the reactants needed to synthesize it. The reactants are: [OH-].[Na+].C([NH:6][C:7]1[S:11][C:10]2[C:12]([O:23][CH2:24][CH2:25][N:26]([CH2:29][CH3:30])[CH2:27][CH3:28])=[C:13]([C:16]3[CH:21]=[CH:20][C:19]([OH:22])=[CH:18][CH:17]=3)[CH:14]=[CH:15][C:9]=2[C:8]=1[C:31]([O:33][CH2:34][CH3:35])=[O:32])(=O)C.